Dataset: Reaction yield outcomes from USPTO patents with 853,638 reactions. Task: Predict the reaction yield, written as a fraction of the theoretical maximum amount of product (1.0 means a 100% yield; for example, 0.34 means a 34% yield). (1) The reactants are COC([N:5]1[C:13]2[C:8](=[C:9]([NH:14][C:15]([O:17]N3C(=O)CCC3=O)=O)[CH:10]=[CH:11][CH:12]=2)[CH:7]=[N:6]1)=O.[NH2:25][CH:26]1[C:34]2[C:29](=[CH:30][C:31]([C:35]([CH3:39])([CH3:38])[C:36]#[N:37])=[CH:32][CH:33]=2)[CH2:28][CH2:27]1.CCN(C(C)C)C(C)C.CO. The catalyst is CN(C=O)C.O. The product is [C:36]([C:35]([C:31]1[CH:30]=[C:29]2[C:34](=[CH:33][CH:32]=1)[CH:26]([NH:25][C:15]([NH:14][C:9]1[CH:10]=[CH:11][CH:12]=[C:13]3[C:8]=1[CH:7]=[N:6][NH:5]3)=[O:17])[CH2:27][CH2:28]2)([CH3:39])[CH3:38])#[N:37]. The yield is 0.930. (2) The product is [CH3:22][C:3]1[C:2]([NH:31][C:25]2([CH3:24])[CH2:30][CH2:29][O:28][CH2:27][CH2:26]2)=[N:11][C:10]2[C:5](=[CH:6][CH:7]=[CH:8][C:9]=2[C:12]2[NH:20][C:19]3[CH2:18][CH2:17][NH:16][C:15](=[O:21])[C:14]=3[CH:13]=2)[N:4]=1. The reactants are F[C:2]1[C:3]([CH3:22])=[N:4][C:5]2[C:10]([N:11]=1)=[C:9]([C:12]1[NH:20][C:19]3[CH2:18][CH2:17][NH:16][C:15](=[O:21])[C:14]=3[CH:13]=1)[CH:8]=[CH:7][CH:6]=2.Cl.[CH3:24][C:25]1([NH2:31])[CH2:30][CH2:29][O:28][CH2:27][CH2:26]1.CCN(C(C)C)C(C)C. No catalyst specified. The yield is 0.0600. (3) The reactants are [CH3:1][C:2]1([CH3:25])[C:7]2[CH:8]=[C:9]([O:12][S:13]([C:16]3[CH:21]=[CH:20][CH:19]=[C:18]([Cl:22])[C:17]=3[Cl:23])(=[O:15])=[O:14])[CH:10]=[CH:11][C:6]=2[NH:5][C:4](=[O:24])[O:3]1.[C:26](=O)([O-])[O-].[K+].[K+].CI. The catalyst is CN(C)C=O. The product is [CH3:26][N:5]1[C:6]2[CH:11]=[CH:10][C:9]([O:12][S:13]([C:16]3[CH:21]=[CH:20][CH:19]=[C:18]([Cl:22])[C:17]=3[Cl:23])(=[O:15])=[O:14])=[CH:8][C:7]=2[C:2]([CH3:25])([CH3:1])[O:3][C:4]1=[O:24]. The yield is 0.590.